This data is from Reaction yield outcomes from USPTO patents with 853,638 reactions. The task is: Predict the reaction yield, written as a fraction of the theoretical maximum amount of product (1.0 means a 100% yield; for example, 0.34 means a 34% yield). (1) The reactants are [CH3:1][N:2]1[C:10]2[C:5](=[CH:6][CH:7]=[CH:8][CH:9]=2)[C:4]([C:11]2[C:12](=[O:24])[NH:13][C:14](=[O:23])[C:15]=2[C:16]2[CH:21]=[CH:20][CH:19]=[C:18]([NH2:22])[CH:17]=2)=[CH:3]1.[NH:25]1[CH:29]=[CH:28][N:27]=[C:26]1[CH:30]=O.[BH3-]C#N.[Na+]. The catalyst is CO. The product is [CH3:1][N:2]1[C:10]2[C:5](=[CH:6][CH:7]=[CH:8][CH:9]=2)[C:4]([C:11]2[C:12](=[O:24])[NH:13][C:14](=[O:23])[C:15]=2[C:16]2[CH:21]=[CH:20][CH:19]=[C:18]([NH:22][CH2:30][C:26]3[NH:25][CH:29]=[CH:28][N:27]=3)[CH:17]=2)=[CH:3]1. The yield is 0.200. (2) The reactants are [CH2:1]([Zn]CC)C.ICCl.[Br:9][C:10]1[CH:15]=[CH:14][C:13](/[CH:16]=[CH:17]/[CH2:18][OH:19])=[CH:12][CH:11]=1. The catalyst is ClCCCl. The yield is 0.810. The product is [Br:9][C:10]1[CH:11]=[CH:12][C:13]([CH:16]2[CH2:1][CH:17]2[CH2:18][OH:19])=[CH:14][CH:15]=1. (3) The reactants are [Cl:1][C:2]1[N:11]=[C:10](Cl)[C:9]2[CH2:8][CH2:7][CH2:6][CH:5]([C:13]3[CH:18]=[CH:17][CH:16]=[CH:15][CH:14]=3)[C:4]=2[N:3]=1.[Cl-].[NH4+]. The catalyst is CC(C)=O.O.[Zn]. The product is [Cl:1][C:2]1[N:11]=[CH:10][C:9]2[CH2:8][CH2:7][CH2:6][CH:5]([C:13]3[CH:18]=[CH:17][CH:16]=[CH:15][CH:14]=3)[C:4]=2[N:3]=1. The yield is 0.524. (4) The reactants are [F:1][C:2]1[CH:15]=[CH:14][C:5]([CH2:6][N:7]2[CH2:12][CH2:11][NH:10][C@H:9]([CH3:13])[CH2:8]2)=[CH:4][CH:3]=1.CCN=C=NCCCN(C)C.C1C=CC2N(O)N=NC=2C=1.CCN(C(C)C)C(C)C.[C:46]([O:50][C:51]([N:53]1[C:58]2[CH:59]=[C:60]([Cl:63])[CH:61]=[CH:62][C:57]=2[O:56][CH:55]([CH2:64][C:65](O)=[O:66])[CH2:54]1)=[O:52])([CH3:49])([CH3:48])[CH3:47]. The catalyst is CN(C=O)C.O. The yield is 0.610. The product is [C:46]([O:50][C:51]([N:53]1[C:58]2[CH:59]=[C:60]([Cl:63])[CH:61]=[CH:62][C:57]=2[O:56][CH:55]([CH2:64][C:65]([N:10]2[CH2:11][CH2:12][N:7]([CH2:6][C:5]3[CH:14]=[CH:15][C:2]([F:1])=[CH:3][CH:4]=3)[CH2:8][C@H:9]2[CH3:13])=[O:66])[CH2:54]1)=[O:52])([CH3:49])([CH3:48])[CH3:47]. (5) The reactants are [CH3:1][C:2]1[N:7]=[C:6]([SH:8])[N:5]=[C:4]([OH:9])[CH:3]=1.C(N(CC)CC)C.Br[CH2:18][C:19]1[C:24]([F:25])=[CH:23][N:22]=[CH:21][C:20]=1[F:26]. The catalyst is C(O)C. The product is [F:26][C:20]1[CH:21]=[N:22][CH:23]=[C:24]([F:25])[C:19]=1[CH2:18][S:8][C:6]1[N:5]=[C:4]([OH:9])[CH:3]=[C:2]([CH3:1])[N:7]=1. The yield is 0.420. (6) The reactants are [Cl:1][C:2]1[C:3]2[CH:10]=[CH:9][N:8]([C@@H:11]3[O:21][C@H:20]([CH2:22][O:23][C:24](=[O:26])[CH3:25])[C@@H:15]([O:16][C:17](=[O:19])[CH3:18])[C@H:12]3[O:13][CH3:14])[C:4]=2[N:5]=[CH:6][N:7]=1.[I:27]Cl. The catalyst is C(Cl)Cl. The product is [Cl:1][C:2]1[C:3]2[C:10]([I:27])=[CH:9][N:8]([C@@H:11]3[O:21][C@H:20]([CH2:22][O:23][C:24](=[O:26])[CH3:25])[C@@H:15]([O:16][C:17](=[O:19])[CH3:18])[C@H:12]3[O:13][CH3:14])[C:4]=2[N:5]=[CH:6][N:7]=1. The yield is 0.660. (7) The yield is 0.719. The product is [F:42][C:43]1[CH:44]=[C:45]([CH:61]=[CH:62][CH:63]=1)[CH2:46][N:47]1[CH:51]=[C:50]([C:2]2[C:10]3[C:5](=[N:6][CH:7]=[C:8]([C:11]4[CH:16]=[CH:15][C:14]([CH:17]5[CH2:22][CH2:21][N:20]([C:23]([O:25][C:26]([CH3:28])([CH3:29])[CH3:27])=[O:24])[CH2:19][CH2:18]5)=[C:13]([O:30][CH3:31])[CH:12]=4)[CH:9]=3)[N:4]([S:32]([C:35]3[CH:36]=[CH:37][C:38]([CH3:39])=[CH:40][CH:41]=3)(=[O:34])=[O:33])[CH:3]=2)[CH:49]=[N:48]1. The reactants are I[C:2]1[C:10]2[C:5](=[N:6][CH:7]=[C:8]([C:11]3[CH:16]=[CH:15][C:14]([CH:17]4[CH2:22][CH2:21][N:20]([C:23]([O:25][C:26]([CH3:29])([CH3:28])[CH3:27])=[O:24])[CH2:19][CH2:18]4)=[C:13]([O:30][CH3:31])[CH:12]=3)[CH:9]=2)[N:4]([S:32]([C:35]2[CH:41]=[CH:40][C:38]([CH3:39])=[CH:37][CH:36]=2)(=[O:34])=[O:33])[CH:3]=1.[F:42][C:43]1[CH:44]=[C:45]([CH:61]=[CH:62][CH:63]=1)[CH2:46][N:47]1[CH:51]=[C:50](B2OC(C)(C)C(C)(C)O2)[CH:49]=[N:48]1.C(=O)([O-])[O-].[Na+].[Na+]. The catalyst is C1(C)C=CC=CC=1.C(O)C.O.C1C=CC(P(C2C=CC=CC=2)[C-]2C=CC=C2)=CC=1.C1C=CC(P(C2C=CC=CC=2)[C-]2C=CC=C2)=CC=1.Cl[Pd]Cl.[Fe+2].